Regression. Given a peptide amino acid sequence and an MHC pseudo amino acid sequence, predict their binding affinity value. This is MHC class I binding data. From a dataset of Peptide-MHC class I binding affinity with 185,985 pairs from IEDB/IMGT. The peptide sequence is YTAVVPLVY. The MHC is HLA-B40:01 with pseudo-sequence HLA-B40:01. The binding affinity (normalized) is 0.332.